The task is: Predict the reactants needed to synthesize the given product.. This data is from Full USPTO retrosynthesis dataset with 1.9M reactions from patents (1976-2016). (1) Given the product [NH:1]1[C:5]2[CH:6]=[CH:7][CH:8]=[CH:9][C:4]=2[N:3]=[C:2]1[C:10]([C:12]1[CH:17]=[CH:16][C:15]([O:18][C:20]2[C:25]([CH:26]3[CH2:27][CH2:28][N:29]([CH2:32][CH2:33][F:34])[CH2:30][CH2:31]3)=[N:24][CH:23]=[CH:22][N:21]=2)=[CH:14][CH:13]=1)=[O:11], predict the reactants needed to synthesize it. The reactants are: [NH:1]1[C:5]2[CH:6]=[CH:7][CH:8]=[CH:9][C:4]=2[N:3]=[C:2]1[C:10]([C:12]1[CH:17]=[CH:16][C:15]([OH:18])=[CH:14][CH:13]=1)=[O:11].F[C:20]1[C:25]([CH:26]2[CH2:31][CH2:30][N:29]([CH2:32][CH2:33][F:34])[CH2:28][CH2:27]2)=[N:24][CH:23]=[CH:22][N:21]=1.C(=O)([O-])[O-].[Cs+].[Cs+]. (2) Given the product [C:1]([O:4][C@@H:5]1[C@@H:10]([O:11][C:12](=[O:14])[CH3:13])[C@H:9]([O:15][C:16](=[O:18])[CH3:17])[C@@H:8]([CH2:19][O:20][C:21](=[O:23])[CH3:22])[O:7][C@H:6]1[C:24]1[CH:29]=[CH:28][C:27]([Cl:30])=[C:26]([CH2:31][C:32]2[S:33][C:34]([C:41]3[CH:42]=[CH:43][C:44]([CH:45]=[O:46])=[C:39]([F:38])[CH:40]=3)=[CH:35][CH:36]=2)[CH:25]=1)(=[O:3])[CH3:2], predict the reactants needed to synthesize it. The reactants are: [C:1]([O:4][C@@H:5]1[C@@H:10]([O:11][C:12](=[O:14])[CH3:13])[C@H:9]([O:15][C:16](=[O:18])[CH3:17])[C@@H:8]([CH2:19][O:20][C:21](=[O:23])[CH3:22])[O:7][C@H:6]1[C:24]1[CH:29]=[CH:28][C:27]([Cl:30])=[C:26]([CH2:31][C:32]2[S:33][C:34](Br)=[CH:35][CH:36]=2)[CH:25]=1)(=[O:3])[CH3:2].[F:38][C:39]1[CH:40]=[C:41](B(O)O)[CH:42]=[CH:43][C:44]=1[CH:45]=[O:46]. (3) Given the product [Br:1][C:2]1[C:7]([CH:16]([C:17]([O:19][CH2:20][CH3:21])=[O:18])[C:15]([O:23][CH2:24][CH3:25])=[O:22])=[N:6][CH:5]=[C:4]([S:9]([N:12]([CH3:14])[CH3:13])(=[O:11])=[O:10])[CH:3]=1, predict the reactants needed to synthesize it. The reactants are: [Br:1][C:2]1[CH:3]=[C:4]([S:9]([N:12]([CH3:14])[CH3:13])(=[O:11])=[O:10])[CH:5]=[N:6][C:7]=1Cl.[C:15]([O:23][CH2:24][CH3:25])(=[O:22])[CH2:16][C:17]([O:19][CH2:20][CH3:21])=[O:18].[H-].[Na+]. (4) Given the product [C:39]([S:42][CH2:43][CH2:44][CH2:45][CH2:46][CH2:47][C:48]([O:1][C@@:2]([CH3:38])([C:3](=[O:35])[C@@H:4]([NH:12][C:13](=[O:34])[C@@H:14]([NH:18][C:19](=[O:33])[C@@H:20]([NH:24][C:25]([C:27]1[S:31][C:30]([CH3:32])=[N:29][CH:28]=1)=[O:26])[CH2:21][O:22][CH3:23])[CH2:15][O:16][CH3:17])[CH2:5][C:6]1[CH:7]=[CH:8][CH:9]=[CH:10][CH:11]=1)[CH2:36][I:37])=[O:49])(=[O:41])[CH3:40], predict the reactants needed to synthesize it. The reactants are: [OH:1][C@:2]([CH3:38])([CH2:36][I:37])[C:3](=[O:35])[C@@H:4]([NH:12][C:13](=[O:34])[C@@H:14]([NH:18][C:19](=[O:33])[C@@H:20]([NH:24][C:25]([C:27]1[S:31][C:30]([CH3:32])=[N:29][CH:28]=1)=[O:26])[CH2:21][O:22][CH3:23])[CH2:15][O:16][CH3:17])[CH2:5][C:6]1[CH:11]=[CH:10][CH:9]=[CH:8][CH:7]=1.[C:39]([S:42][CH2:43][CH2:44][CH2:45][CH2:46][CH2:47][C:48](O[C:48](=[O:49])[CH2:47][CH2:46][CH2:45][CH2:44][CH2:43][S:42][C:39](=[O:41])[CH3:40])=[O:49])(=[O:41])[CH3:40]. (5) Given the product [CH2:13]([O:15][C:16]1[CH:17]=[C:18]([C@H:24]([NH2:30])[CH2:25][S:26]([CH3:29])(=[O:28])=[O:27])[CH:19]=[CH:20][C:21]=1[O:22][CH3:23])[CH3:14], predict the reactants needed to synthesize it. The reactants are: C(N[C@H](C(O)=O)CC(C)C)(=O)C.[CH2:13]([O:15][C:16]1[CH:17]=[C:18]([C@H:24]([NH2:30])[CH2:25][S:26]([CH3:29])(=[O:28])=[O:27])[CH:19]=[CH:20][C:21]=1[O:22][CH3:23])[CH3:14].ClCCl.[OH-].[Na+].